From a dataset of Reaction yield outcomes from USPTO patents with 853,638 reactions. Predict the reaction yield, written as a fraction of the theoretical maximum amount of product (1.0 means a 100% yield; for example, 0.34 means a 34% yield). (1) The reactants are [NH:1]1[C:5]2[CH:6]=[CH:7][C:8]([C:10]([OH:12])=O)=[CH:9][C:4]=2[N:3]=[CH:2]1.[CH3:13][O:14][C:15]1[C:20]2[C@@H:21]3[C@H:26]([CH2:27][CH2:28][C:19]=2[CH:18]=[CH:17][CH:16]=1)[NH:25][CH2:24][CH2:23][CH2:22]3. No catalyst specified. The product is [NH:1]1[C:5]2[CH:6]=[CH:7][C:8]([C:10]([N:25]3[C@@H:26]4[C@@H:21]([C:20]5[C:15]([O:14][CH3:13])=[CH:16][CH:17]=[CH:18][C:19]=5[CH2:28][CH2:27]4)[CH2:22][CH2:23][CH2:24]3)=[O:12])=[CH:9][C:4]=2[N:3]=[CH:2]1. The yield is 0.550. (2) The reactants are Br[C:2]1[CH:10]=[CH:9][C:8]([C:11]([NH2:13])=[O:12])=[C:7]2[C:3]=1[CH:4]=[CH:5][NH:6]2.[CH3:14][C:15]1[C:21](B2OC(C)(C)C(C)(C)O2)=[CH:20][CH:19]=[CH:18][C:16]=1[NH2:17].C([O-])([O-])=O.[Na+].[Na+].O. The catalyst is C1COCC1.CO.C1C=CC(P(C2C=CC=CC=2)[C-]2C=CC=C2)=CC=1.C1C=CC(P(C2C=CC=CC=2)[C-]2C=CC=C2)=CC=1.Cl[Pd]Cl.[Fe+2]. The product is [NH2:17][C:16]1[C:15]([CH3:14])=[C:21]([C:2]2[CH:10]=[CH:9][C:8]([C:11]([NH2:13])=[O:12])=[C:7]3[C:3]=2[CH:4]=[CH:5][NH:6]3)[CH:20]=[CH:19][CH:18]=1. The yield is 0.610. (3) The catalyst is O. The yield is 1.00. The reactants are [H-].[Na+].[CH3:3][O:4][CH2:5][CH2:6][OH:7].Cl[C:9]1[N:14]=[CH:13][C:12]([C:15]2[CH:20]=[CH:19][N:18]=[C:17]([NH:21][C:22]3[CH:23]=[C:24]([NH:29][C:30](=[O:41])[C:31]4[CH:36]=[CH:35][CH:34]=[C:33]([C:37]([F:40])([F:39])[F:38])[CH:32]=4)[CH:25]=[CH:26][C:27]=3[CH3:28])[N:16]=2)=[CH:11][CH:10]=1. The product is [CH3:3][O:4][CH2:5][CH2:6][O:7][C:9]1[N:14]=[CH:13][C:12]([C:15]2[CH:20]=[CH:19][N:18]=[C:17]([NH:21][C:22]3[CH:23]=[C:24]([NH:29][C:30](=[O:41])[C:31]4[CH:36]=[CH:35][CH:34]=[C:33]([C:37]([F:40])([F:39])[F:38])[CH:32]=4)[CH:25]=[CH:26][C:27]=3[CH3:28])[N:16]=2)=[CH:11][CH:10]=1.